From a dataset of Catalyst prediction with 721,799 reactions and 888 catalyst types from USPTO. Predict which catalyst facilitates the given reaction. (1) Reactant: [H-].[Na+].C(OC([N:10]1[CH2:15][C@@H:14]([CH3:16])[N:13]([C:17]([O:19][C:20]([CH3:23])([CH3:22])[CH3:21])=[O:18])[CH2:12][C@@H:11]1[CH:24]([OH:30])[C:25]1[S:26][CH:27]=[CH:28][N:29]=1)=O)(C)(C)C.[Cl-].[NH4+]. Product: [C:20]([O:19][C:17]([N:13]1[CH2:12][C@H:11]([CH:24]([OH:30])[C:25]2[S:26][CH:27]=[CH:28][N:29]=2)[NH:10][CH2:15][C@H:14]1[CH3:16])=[O:18])([CH3:23])([CH3:21])[CH3:22]. The catalyst class is: 1. (2) Reactant: [CH2:1]([C@:8]12[C:21]3[C:16](=[CH:17][C:18]([C:22]([O:24][CH3:25])=[O:23])=[CH:19][CH:20]=3)[CH2:15][CH2:14][C@H:13]1[CH2:12][C:11]1(OCC[O:26]1)[CH2:10][CH2:9]2)[C:2]1[CH:7]=[CH:6][CH:5]=[CH:4][CH:3]=1.O. Product: [CH2:1]([C@@:8]12[CH2:9][CH2:10][C:11](=[O:26])[CH2:12][C@@H:13]1[CH2:14][CH2:15][C:16]1[CH:17]=[C:18]([C:22]([O:24][CH3:25])=[O:23])[CH:19]=[CH:20][C:21]2=1)[C:2]1[CH:3]=[CH:4][CH:5]=[CH:6][CH:7]=1. The catalyst class is: 2. (3) Reactant: [C:1]([NH:5][C:6]1[N:7]=[C:8]([NH:20][C:21]2[CH:26]=[C:25](/[C:27](=[N:29]/O)/[CH3:28])[CH:24]=[CH:23][N:22]=2)[CH:9]=[C:10]2[C:15]=1[C:14](=[O:16])[N:13]([CH2:17][CH2:18][OH:19])[CH:12]=[CH:11]2)([CH3:4])([CH3:3])[CH3:2]. Product: [NH2:29][CH:27]([C:25]1[CH:24]=[CH:23][N:22]=[C:21]([NH:20][C:8]2[CH:9]=[C:10]3[C:15](=[C:6]([NH:5][C:1]([CH3:2])([CH3:3])[CH3:4])[N:7]=2)[C:14](=[O:16])[N:13]([CH2:17][CH2:18][OH:19])[CH:12]=[CH:11]3)[CH:26]=1)[CH3:28]. The catalyst class is: 750. (4) Reactant: [CH3:1][O:2][C:3]([C@@H:5]([NH:13][C:14]([C@@H:16]([NH2:21])[CH2:17][C:18]([OH:20])=[O:19])=[O:15])[CH2:6][C:7]1[CH:12]=[CH:11][CH:10]=[CH:9][CH:8]=1)=[O:4].Cl.[CH3:23][C:24]([CH3:29])([CH3:28])[CH2:25][CH:26]=O.C(=O)([O-])O.[Na+]. Product: [CH3:23][C:24]([CH2:25][CH2:26][NH:21][C@H:16]([C:14]([NH:13][C@H:5]([C:3]([O:2][CH3:1])=[O:4])[CH2:6][C:7]1[CH:12]=[CH:11][CH:10]=[CH:9][CH:8]=1)=[O:15])[CH2:17][C:18]([OH:20])=[O:19])([CH3:29])[CH3:28]. The catalyst class is: 19. (5) Reactant: [Br:1]N1C(=O)CCC1=O.C1(P(C2C=CC=CC=2)C2C=CC=CC=2)C=CC=CC=1.N1C=CC=CC=1.[CH:34]1([O:39][C:40](=[O:53])[C@@H:41]([NH:45][C:46]([O:48][C:49]([CH3:52])([CH3:51])[CH3:50])=[O:47])[CH2:42][CH2:43]O)[CH2:38][CH2:37][CH2:36][CH2:35]1. Product: [CH:34]1([O:39][C:40](=[O:53])[C@@H:41]([NH:45][C:46]([O:48][C:49]([CH3:52])([CH3:51])[CH3:50])=[O:47])[CH2:42][CH2:43][Br:1])[CH2:38][CH2:37][CH2:36][CH2:35]1. The catalyst class is: 2.